This data is from Full USPTO retrosynthesis dataset with 1.9M reactions from patents (1976-2016). The task is: Predict the reactants needed to synthesize the given product. (1) Given the product [C:66]([C:64]1[CH:63]=[CH:62][N:61]=[C:60]([N:19]2[C:18]3[CH:17]=[C:16]([O:15][C:14]4[CH:29]=[CH:30][CH:31]=[C:12]([N:10]5[CH:11]=[C:7]([C:1]6[CH:2]=[CH:3][CH:4]=[CH:5][CH:6]=6)[CH:8]=[N:9]5)[CH:13]=4)[CH:28]=[CH:27][C:26]=3[C:25]3[C:20]2=[CH:21][CH:22]=[CH:23][CH:24]=3)[CH:65]=1)([CH3:69])([CH3:68])[CH3:67], predict the reactants needed to synthesize it. The reactants are: [C:1]1([C:7]2[CH:8]=[N:9][N:10]([C:12]3[CH:13]=[C:14]([CH:29]=[CH:30][CH:31]=3)[O:15][C:16]3[CH:28]=[CH:27][C:26]4[C:25]5[C:20](=[CH:21][CH:22]=[CH:23][CH:24]=5)[NH:19][C:18]=4[CH:17]=3)[CH:11]=2)[CH:6]=[CH:5][CH:4]=[CH:3][CH:2]=1.CC(P(C(C)(C)C)C1C(C2C=CC=CC=2)=CC=CC=1)(C)C.CC([O-])(C)C.[Na+].Br[C:60]1[CH:65]=[C:64]([C:66]([CH3:69])([CH3:68])[CH3:67])[CH:63]=[CH:62][N:61]=1. (2) Given the product [CH3:1][N:2]1[CH2:7][CH2:6][N:5]([C:8]2[C:16]3[N:15]=[C:14]([CH2:17][N:18]([C@@H:22]4[C:31]5[N:30]=[CH:29][CH:28]=[CH:27][C:26]=5[CH2:25][CH2:24][CH2:23]4)[CH2:68][CH2:67][CH2:66][OH:65])[NH:13][C:12]=3[CH:11]=[CH:10][CH:9]=2)[CH2:4][CH2:3]1, predict the reactants needed to synthesize it. The reactants are: [CH3:1][N:2]1[CH2:7][CH2:6][N:5]([C:8]2[C:16]3[N:15]=[C:14]([CH2:17][N:18]([C@@H:22]4[C:31]5[N:30]=[CH:29][CH:28]=[CH:27][C:26]=5[CH2:25][CH2:24][CH2:23]4)CCO)[NH:13][C:12]=3[CH:11]=[CH:10][CH:9]=2)[CH2:4][CH2:3]1.CN1CCN(C2C3N=C(CN[C@@H]4C5N=CC=CC=5CCC4)NC=3C=CC=2)CC1.CC([Si](C)(C)[O:65][CH2:66][CH2:67][CH:68]=O)(C)C.